This data is from CYP2D6 inhibition data for predicting drug metabolism from PubChem BioAssay. The task is: Regression/Classification. Given a drug SMILES string, predict its absorption, distribution, metabolism, or excretion properties. Task type varies by dataset: regression for continuous measurements (e.g., permeability, clearance, half-life) or binary classification for categorical outcomes (e.g., BBB penetration, CYP inhibition). Dataset: cyp2d6_veith. (1) The drug is CO[C@@H]1COC(=O)[C@@H](C)NC(=O)C/C=C\[C@H](C)[C@@H](OC)COC(=O)C/C=C\[C@@H]1C. The result is 0 (non-inhibitor). (2) The molecule is COC(=O)c1c(C)[nH]c(O)c1C=Nc1ccc(C(C)C)cc1. The result is 0 (non-inhibitor).